This data is from Forward reaction prediction with 1.9M reactions from USPTO patents (1976-2016). The task is: Predict the product of the given reaction. (1) The product is: [F:1][C:2]1[CH:3]=[CH:4][C:5]([CH3:11])=[C:6]([CH:10]=1)[C:7]([O:9][CH3:16])=[O:8]. Given the reactants [F:1][C:2]1[CH:3]=[CH:4][C:5]([CH3:11])=[C:6]([CH:10]=1)[C:7]([OH:9])=[O:8].O=S(Cl)Cl.[CH3:16]O, predict the reaction product. (2) The product is: [C:31]([O:34][C:4]1[CH:5]=[C:6]([Cl:19])[C:7]([O:8][C:9]2[CH:14]=[CH:13][C:12]([NH2:15])=[C:11]([NH2:16])[CH:10]=2)=[C:2]([Cl:1])[C:3]=1[CH3:26])(=[O:33])[CH3:32]. Given the reactants [Cl:1][C:2]1[CH:3]=[C:4](CC(O)=O)[CH:5]=[C:6]([Cl:19])[C:7]=1[O:8][C:9]1[CH:14]=[CH:13][C:12]([NH2:15])=[C:11]([N+:16]([O-])=O)[CH:10]=1.CO.[C:26](=O)([O-])O.[Na+].[C:31]([O:34]CC)(=[O:33])[CH3:32], predict the reaction product. (3) Given the reactants [Br:1][C:2]1[CH:11]=[C:10]2[C:5]([C:6](Cl)=[C:7]([C:12]([NH2:14])=[O:13])[CH:8]=[N:9]2)=[CH:4][CH:3]=1.[NH2:16][C:17]1[CH:18]=[C:19]([CH:23]=[C:24]([O:26][CH3:27])[CH:25]=1)[C:20]([OH:22])=[O:21], predict the reaction product. The product is: [NH2:14][C:12]([C:7]1[CH:8]=[N:9][C:10]2[C:5]([C:6]=1[NH:16][C:17]1[CH:18]=[C:19]([CH:23]=[C:24]([O:26][CH3:27])[CH:25]=1)[C:20]([OH:22])=[O:21])=[CH:4][CH:3]=[C:2]([Br:1])[CH:11]=2)=[O:13]. (4) Given the reactants [N:1]1[C:10]2[CH:9]([NH:11][CH2:12][CH2:13][CH2:14][CH2:15][N:16]3[C:24](=[O:25])[C:23]4[C:18](=[CH:19][CH:20]=[CH:21][CH:22]=4)[C:17]3=[O:26])[CH2:8][CH2:7][CH2:6][C:5]=2[CH:4]=[CH:3][CH:2]=1.C(N(C(C)C)CC)(C)C.[I-].[K+].Cl[CH2:39][C:40]1[NH:44][C:43]2[C:45]([F:49])=[CH:46][CH:47]=[CH:48][C:42]=2[N:41]=1, predict the reaction product. The product is: [F:49][C:45]1[C:43]2[N:44]=[C:40]([CH2:39][N:11]([CH:9]3[C:10]4[N:1]=[CH:2][CH:3]=[CH:4][C:5]=4[CH2:6][CH2:7][CH2:8]3)[CH2:12][CH2:13][CH2:14][CH2:15][N:16]3[C:24](=[O:25])[C:23]4[C:18](=[CH:19][CH:20]=[CH:21][CH:22]=4)[C:17]3=[O:26])[NH:41][C:42]=2[CH:48]=[CH:47][CH:46]=1. (5) Given the reactants Br[C:2]1[C:18]([O:19][CH2:20][C@@H:21]([NH:26][C:27](=[O:33])[O:28][C:29]([CH3:32])([CH3:31])[CH3:30])[CH2:22][CH:23]([CH3:25])[CH3:24])=[CH:17][C:5]2[N:6]([CH3:16])[C:7](=[O:15])[C:8]3[C:13]([C:4]=2[CH:3]=1)=[CH:12][CH:11]=[N:10][C:9]=3[CH3:14].[CH3:34][N:35](C=O)C, predict the reaction product. The product is: [C:34]([C:2]1[C:18]([O:19][CH2:20][C@@H:21]([NH:26][C:27](=[O:33])[O:28][C:29]([CH3:31])([CH3:30])[CH3:32])[CH2:22][CH:23]([CH3:25])[CH3:24])=[CH:17][C:5]2[N:6]([CH3:16])[C:7](=[O:15])[C:8]3[C:13]([C:4]=2[CH:3]=1)=[CH:12][CH:11]=[N:10][C:9]=3[CH3:14])#[N:35]. (6) Given the reactants [C:1]([C:5]1[CH:10]=[CH:9][C:8]([C:11]2[N:12]([C:30](Cl)=[O:31])[C@H:13]([C:23]3[CH:28]=[CH:27][C:26]([Cl:29])=[CH:25][CH:24]=3)[C@H:14]([C:16]3[CH:21]=[CH:20][C:19]([Cl:22])=[CH:18][CH:17]=3)[N:15]=2)=[C:7]([O:33][CH2:34][CH3:35])[CH:6]=1)([CH3:4])([CH3:3])[CH3:2].[N:36]1([C:42]([O:44][C:45]([CH3:48])([CH3:47])[CH3:46])=[O:43])[CH2:41][CH2:40][NH:39][CH2:38][CH2:37]1, predict the reaction product. The product is: [C:45]([O:44][C:42]([N:36]1[CH2:41][CH2:40][N:39]([C:30]([N:12]2[C@H:13]([C:23]3[CH:28]=[CH:27][C:26]([Cl:29])=[CH:25][CH:24]=3)[C@H:14]([C:16]3[CH:17]=[CH:18][C:19]([Cl:22])=[CH:20][CH:21]=3)[N:15]=[C:11]2[C:8]2[CH:9]=[CH:10][C:5]([C:1]([CH3:4])([CH3:3])[CH3:2])=[CH:6][C:7]=2[O:33][CH2:34][CH3:35])=[O:31])[CH2:38][CH2:37]1)=[O:43])([CH3:48])([CH3:46])[CH3:47].